From a dataset of Catalyst prediction with 721,799 reactions and 888 catalyst types from USPTO. Predict which catalyst facilitates the given reaction. Reactant: N1([C:6](N2C=CN=C2)=[O:7])C=CN=C1.[CH2:13]([OH:18])[CH2:14][CH2:15][CH2:16][CH3:17].[CH3:19][S:20]([C:23]1[CH:28]=[CH:27][C:26]([N:29]2[C:33]3=[N:34][CH:35]=[N:36][C:37]([O:38][CH:39]4[CH2:44][CH2:43][NH:42][CH2:41][CH2:40]4)=[C:32]3[CH:31]=[N:30]2)=[CH:25][CH:24]=1)(=[O:22])=[O:21].C(N(CC)CC)C. Product: [CH2:13]([O:18][C:6]([N:42]1[CH2:43][CH2:44][CH:39]([O:38][C:37]2[N:36]=[CH:35][N:34]=[C:33]3[N:29]([C:26]4[CH:27]=[CH:28][C:23]([S:20]([CH3:19])(=[O:21])=[O:22])=[CH:24][CH:25]=4)[N:30]=[CH:31][C:32]=23)[CH2:40][CH2:41]1)=[O:7])[CH2:14][CH2:15][CH2:16][CH3:17]. The catalyst class is: 16.